Predict the reactants needed to synthesize the given product. From a dataset of Full USPTO retrosynthesis dataset with 1.9M reactions from patents (1976-2016). (1) Given the product [C:4]12([C:14]([O:16][CH3:17])=[O:15])[CH2:9][CH2:8][C:7]([C:10]([O:12][CH3:13])=[O:11])([CH2:6][CH2:5]1)[CH2:2][CH2:3]2, predict the reactants needed to synthesize it. The reactants are: Cl[CH2:2][CH2:3][C:4]1([C:14]([O:16][CH3:17])=[O:15])[CH2:9][CH2:8][CH:7]([C:10]([O:12][CH3:13])=[O:11])[CH2:6][CH2:5]1.CN(C)P(N(C)C)(N(C)C)=O.C([N-]C(C)C)(C)C.[Li+].[Cl-].[NH4+]. (2) Given the product [F:1][C:2]1[CH:7]=[CH:6][C:5]([NH:8][C:9]2[C:10]([NH2:15])=[CH:11][CH:12]=[CH:13][CH:14]=2)=[CH:4][CH:3]=1, predict the reactants needed to synthesize it. The reactants are: [F:1][C:2]1[CH:7]=[CH:6][C:5]([NH:8][C:9]2[CH:14]=[CH:13][CH:12]=[CH:11][C:10]=2[N+:15]([O-])=O)=[CH:4][CH:3]=1.